This data is from Full USPTO retrosynthesis dataset with 1.9M reactions from patents (1976-2016). The task is: Predict the reactants needed to synthesize the given product. (1) Given the product [CH3:8][C:4]1[CH:5]=[CH:6][CH:7]=[C:2]([CH3:1])[C:3]=1[C:9]#[C:10][C:11](=[O:20])[C:12]#[C:13][C:14]1[CH:19]=[CH:18][CH:17]=[CH:16][CH:15]=1, predict the reactants needed to synthesize it. The reactants are: [CH3:1][C:2]1[CH:7]=[CH:6][CH:5]=[C:4]([CH3:8])[C:3]=1[C:9]#[C:10][CH:11]([OH:20])[C:12]#[C:13][C:14]1[CH:19]=[CH:18][CH:17]=[CH:16][CH:15]=1. (2) Given the product [ClH:34].[N:8]1[C:12]2[CH:13]=[CH:14][C:15]([C:17]([N:51]3[CH2:50][CH2:49][N:48]([S:45]([C:40]4[CH:39]=[CH:38][C:37]5[C:42](=[CH:43][CH:44]=[C:35]([Cl:34])[CH:36]=5)[CH:41]=4)(=[O:47])=[O:46])[CH2:53][CH2:52]3)=[O:19])=[CH:16][C:11]=2[NH:10][CH:9]=1, predict the reactants needed to synthesize it. The reactants are: C1(C(C2C=CC=CC=2)(C2C=CC=CC=2)[N:8]2[C:12]3[CH:13]=[CH:14][C:15]([C:17]([O:19]C)=O)=[CH:16][C:11]=3[N:10]=[CH:9]2)C=CC=CC=1.Cl.[Cl:34][C:35]1[CH:36]=[C:37]2[C:42](=[CH:43][CH:44]=1)[CH:41]=[C:40]([S:45]([N:48]1[CH2:53][CH2:52][NH:51][CH2:50][CH2:49]1)(=[O:47])=[O:46])[CH:39]=[CH:38]2. (3) Given the product [CH2:1]([O:5][CH2:6][CH2:7][O:8][C:9]1[CH:14]=[CH:13][C:12]([C:15]2[CH:16]=[CH:17][C:18]3[N:24]([CH2:25][CH:26]([CH3:28])[CH3:27])[CH2:23][CH2:22][C:21]([C:29]([NH:56][C:55]4[CH:57]=[CH:58][C:52]([S:51][CH2:50][C:46]5[N:45]([CH2:42][CH2:43][CH3:44])[CH:49]=[CH:48][N:47]=5)=[CH:53][CH:54]=4)=[O:31])=[CH:20][C:19]=3[CH:32]=2)=[CH:11][CH:10]=1)[CH2:2][CH2:3][CH3:4], predict the reactants needed to synthesize it. The reactants are: [CH2:1]([O:5][CH2:6][CH2:7][O:8][C:9]1[CH:14]=[CH:13][C:12]([C:15]2[CH:16]=[CH:17][C:18]3[N:24]([CH2:25][CH:26]([CH3:28])[CH3:27])[CH2:23][CH2:22][C:21]([C:29]([OH:31])=O)=[CH:20][C:19]=3[CH:32]=2)=[CH:11][CH:10]=1)[CH2:2][CH2:3][CH3:4].CN(C=O)C.S(Cl)(Cl)=O.[CH2:42]([N:45]1[CH:49]=[CH:48][N:47]=[C:46]1[CH2:50][S:51][C:52]1[CH:58]=[CH:57][C:55]([NH2:56])=[CH:54][CH:53]=1)[CH2:43][CH3:44].